Dataset: Full USPTO retrosynthesis dataset with 1.9M reactions from patents (1976-2016). Task: Predict the reactants needed to synthesize the given product. (1) Given the product [Br:1][C:2]1[CH:3]=[C:4]2[C:9]([NH:18][CH2:15][CH2:16][CH3:17])=[C:8]([C:11]([NH2:13])=[O:12])[CH:7]=[N:6][N:5]2[CH:14]=1, predict the reactants needed to synthesize it. The reactants are: [Br:1][C:2]1[CH:3]=[C:4]2[C:9](Cl)=[C:8]([C:11]([NH2:13])=[O:12])[CH:7]=[N:6][N:5]2[CH:14]=1.[CH2:15]([NH2:18])[CH2:16][CH3:17].C(N(C(C)C)CC)(C)C.O. (2) Given the product [Br:1][C:2]1[CH:7]=[C:6]([C@@H:8]2[C@@H:12]([C:13]3[CH:14]=[CH:15][CH:16]=[C:17]([F:20])[CH:18]=3)[O:11][C:10](=[O:19])[NH:9]2)[CH:5]=[N:39][CH:40]=1, predict the reactants needed to synthesize it. The reactants are: [Br:1][C:2]1[CH:7]=[C:6]([C@@H:8]2[C@@H:12]([C:13]3[CH:18]=[CH:17][CH:16]=[CH:15][CH:14]=3)[O:11][C:10](=[O:19])[NH:9]2)[CH:5]=CN=1.[F:20]C1C=C(C=CC=1)CP(=O)(OCC)OCC.BrC1C=[N:39][CH:40]=C(C=1)C=O. (3) Given the product [CH:31]1[C:18]2[CH:17]([O:16][CH2:15][CH2:14][O:13][C:10]3[CH:11]=[CH:12][C:7]([CH2:6][CH:5]([O:32][CH2:33][CH3:34])[C:4]([OH:35])=[O:3])=[CH:8][CH:9]=3)[C:23]3[CH:24]=[CH:25][CH:26]=[CH:27][C:22]=3[CH2:21][S:20][C:19]=2[CH:28]=[CH:29][CH:30]=1, predict the reactants needed to synthesize it. The reactants are: C([O:3][C:4](=[O:35])[CH:5]([O:32][CH2:33][CH3:34])[CH2:6][C:7]1[CH:12]=[CH:11][C:10]([O:13][CH2:14][CH2:15][O:16][CH:17]2[C:23]3[CH:24]=[CH:25][CH:26]=[CH:27][C:22]=3[CH2:21][S:20][C:19]3[CH:28]=[CH:29][CH:30]=[CH:31][C:18]2=3)=[CH:9][CH:8]=1)C.[OH-].[Na+]. (4) Given the product [CH3:55][O:56][C:57](=[O:63])[C@H:58]([NH:59][C:32]1[C:33]2[S@:53](=[O:54])[CH2:52][CH2:51][C:34]=2[N:35]=[C:36]([N:38]2[CH2:43][CH2:42][N:41]([C:44]3[CH:45]=[CH:46][C:47]([Cl:50])=[CH:48][CH:49]=3)[CH2:40][CH2:39]2)[N:37]=1)[CH:60]([CH3:62])[CH3:61], predict the reactants needed to synthesize it. The reactants are: ClC1C=CC(N2CCN(C3N=C(N[C@H](C(C)C)CO)C4[S@](=O)CCC=4N=3)CC2)=CC=1.Cl[C:32]1[C:33]2[S@:53](=[O:54])[CH2:52][CH2:51][C:34]=2[N:35]=[C:36]([N:38]2[CH2:43][CH2:42][N:41]([C:44]3[CH:49]=[CH:48][C:47]([Cl:50])=[CH:46][CH:45]=3)[CH2:40][CH2:39]2)[N:37]=1.[CH3:55][O:56][C:57](=[O:63])[C@@H:58]([CH:60]([CH3:62])[CH3:61])[NH2:59]. (5) Given the product [F:1][CH2:2][CH:3]([NH:36][CH:33]1[CH2:34][CH2:35][N:30]([C:23]2[CH:24]=[CH:25][CH:26]=[C:27]3[C:22]=2[N:21]=[C:20]([C:17]2[N:14]4[CH:15]=[CH:16][C:11]([O:10][CH2:9][CH2:8][O:7][CH3:6])=[CH:12][C:13]4=[N:19][CH:18]=2)[CH:29]=[CH:28]3)[CH2:31][CH2:32]1)[CH3:4], predict the reactants needed to synthesize it. The reactants are: [F:1][CH2:2][C:3](=O)[CH3:4].[CH3:6][O:7][CH2:8][CH2:9][O:10][C:11]1[CH:16]=[CH:15][N:14]2[C:17]([C:20]3[CH:29]=[CH:28][C:27]4[C:22](=[C:23]([N:30]5[CH2:35][CH2:34][CH:33]([NH2:36])[CH2:32][CH2:31]5)[CH:24]=[CH:25][CH:26]=4)[N:21]=3)=[CH:18][N:19]=[C:13]2[CH:12]=1.C(N(CC)CC)C.[BH4-].[Na+]. (6) Given the product [Cl:1][C:2]1[C:3]([C:11]([CH:13]2[CH2:16][CH2:15][CH2:14]2)=[N:17][NH2:18])=[C:4]2[CH:10]=[CH:9][NH:8][C:5]2=[N:6][CH:7]=1, predict the reactants needed to synthesize it. The reactants are: [Cl:1][C:2]1[C:3]([C:11]([CH:13]2[CH2:16][CH2:15][CH2:14]2)=O)=[C:4]2[CH:10]=[CH:9][NH:8][C:5]2=[N:6][CH:7]=1.[NH2:17][NH2:18].CC(O)=O.